Dataset: Reaction yield outcomes from USPTO patents with 853,638 reactions. Task: Predict the reaction yield, written as a fraction of the theoretical maximum amount of product (1.0 means a 100% yield; for example, 0.34 means a 34% yield). (1) The reactants are [Cl:1][C:2]1[CH:7]=[C:6]([Cl:8])[CH:5]=[CH:4][C:3]=1[C:9]1([O:38][Si](CC)(CC)CC)[C:17]2[C:12](=[CH:13][C:14]([C:22]3[O:23][CH:24]=[CH:25][N:26]=3)=[CH:15][C:16]=2[C:18]([F:21])([F:20])[F:19])[N:11]([CH2:27][C@H:28]2[CH2:31][C@H:30]([N:32]([CH2:35][CH3:36])[CH2:33][CH3:34])[CH2:29]2)[C:10]1=[O:37].[F-].C([N+](CCCC)(CCCC)CCCC)CCC. The catalyst is O1CCCC1. The product is [Cl:1][C:2]1[CH:7]=[C:6]([Cl:8])[CH:5]=[CH:4][C:3]=1[C:9]1([OH:38])[C:17]2[C:12](=[CH:13][C:14]([C:22]3[O:23][CH:24]=[CH:25][N:26]=3)=[CH:15][C:16]=2[C:18]([F:19])([F:20])[F:21])[N:11]([CH2:27][C@H:28]2[CH2:29][C@H:30]([N:32]([CH2:33][CH3:34])[CH2:35][CH3:36])[CH2:31]2)[C:10]1=[O:37]. The yield is 0.600. (2) The reactants are [C:1]([O:5][C:6]([NH:8][CH:9]1[CH2:12][NH:11][CH2:10]1)=[O:7])([CH3:4])([CH3:3])[CH3:2].Br[C:14]1[S:15][C:16]([C:21]([O:23][CH3:24])=[O:22])=[C:17]([CH2:19][CH3:20])[N:18]=1.C(N(C(C)C)CC)(C)C. No catalyst specified. The product is [C:1]([O:5][C:6]([NH:8][CH:9]1[CH2:10][N:11]([C:14]2[S:15][C:16]([C:21]([O:23][CH3:24])=[O:22])=[C:17]([CH2:19][CH3:20])[N:18]=2)[CH2:12]1)=[O:7])([CH3:4])([CH3:2])[CH3:3]. The yield is 0.660. (3) The reactants are Cl.[CH3:2][C:3]1[C:7]2[CH:8]=[CH:9][CH:10]=[CH:11][C:6]=2[O:5][C:4]=1[CH:12]1[CH2:15][NH:14][CH2:13]1.Cl.[O:17]=[C:18]1[NH:27][C:26]2[N:25]=[CH:24][C:23](/[CH:28]=[CH:29]/[C:30](O)=[O:31])=[CH:22][C:21]=2[CH2:20][CH2:19]1.CCN=C=NCCCN(C)C.Cl.C1C=NC2N(O)N=NC=2C=1.C(N(CC)C(C)C)(C)C. The catalyst is CN(C=O)C. The product is [CH3:2][C:3]1[C:7]2[CH:8]=[CH:9][CH:10]=[CH:11][C:6]=2[O:5][C:4]=1[CH:12]1[CH2:13][N:14]([C:30](=[O:31])/[CH:29]=[CH:28]/[C:23]2[CH:22]=[C:21]3[C:26](=[N:25][CH:24]=2)[NH:27][C:18](=[O:17])[CH2:19][CH2:20]3)[CH2:15]1. The yield is 0.580. (4) The reactants are [H-].[Na+].[CH3:3][S:4]([NH2:7])(=[O:6])=[O:5].[F:8][C:9]1[CH:18]=[CH:17][C:16]2[NH:15][CH:14]([C:19]3[CH:24]=[CH:23][CH:22]=[C:21]([N:25]4[CH2:30][CH2:29][O:28][CH2:27][CH2:26]4)[CH:20]=3)[C:13]([CH3:32])([CH3:31])[CH2:12][C:11]=2[C:10]=1[C:33](O)=[O:34].C(N1C=CN=C1)(N1C=CN=C1)=O. The catalyst is CN(C)C=O. The product is [F:8][C:9]1[CH:18]=[CH:17][C:16]2[NH:15][CH:14]([C:19]3[CH:24]=[CH:23][CH:22]=[C:21]([N:25]4[CH2:26][CH2:27][O:28][CH2:29][CH2:30]4)[CH:20]=3)[C:13]([CH3:31])([CH3:32])[CH2:12][C:11]=2[C:10]=1[C:33]([NH:7][S:4]([CH3:3])(=[O:6])=[O:5])=[O:34]. The yield is 0.300. (5) The reactants are Br[C:2]1[CH:7]=[C:6]([S:8]([CH3:11])(=[O:10])=[O:9])[CH:5]=[C:4]([O:12][CH2:13][C:14]2[CH:19]=[CH:18][C:17]([O:20][CH3:21])=[CH:16][CH:15]=2)[CH:3]=1.[CH3:22][N:23]1[CH:28]=[C:27](B2OC(C)(C)C(C)(C)O2)[CH:26]=[C:25]([CH3:38])[C:24]1=[O:39].[O-]P([O-])([O-])=O.[K+].[K+].[K+]. The catalyst is O1CCOCC1.O.C1C=CC(P(C2C=CC=CC=2)[C-]2C=CC=C2)=CC=1.C1C=CC(P(C2C=CC=CC=2)[C-]2C=CC=C2)=CC=1.Cl[Pd]Cl.[Fe+2]. The product is [CH3:21][O:20][C:17]1[CH:18]=[CH:19][C:14]([CH2:13][O:12][C:4]2[CH:3]=[C:2]([C:27]3[CH:26]=[C:25]([CH3:38])[C:24](=[O:39])[N:23]([CH3:22])[CH:28]=3)[CH:7]=[C:6]([S:8]([CH3:11])(=[O:10])=[O:9])[CH:5]=2)=[CH:15][CH:16]=1. The yield is 0.830. (6) The reactants are C[O:2][CH:3]=[CH:4][C@@H:5]1[CH2:14][C:13]2[C:8](=[CH:9][CH:10]=[CH:11][CH:12]=2)[C:7]2(OCC[O:15]2)[CH2:6]1.Cl. The catalyst is O1CCCC1. The product is [O:15]=[C:7]1[C:8]2[C:13](=[CH:12][CH:11]=[CH:10][CH:9]=2)[CH2:14][C@@H:5]([CH2:4][CH:3]=[O:2])[CH2:6]1. The yield is 0.673. (7) The reactants are C[O:2][C:3](=[O:23])[C:4]1[C:5](=[CH:10][C:11]([NH:14][CH2:15][C:16]2[CH:21]=[CH:20][CH:19]=[C:18]([Cl:22])[CH:17]=2)=[CH:12][CH:13]=1)[C:6]([O:8]C)=[O:7].[OH-].[Na+]. The catalyst is C(O)C. The product is [Cl:22][C:18]1[CH:17]=[C:16]([CH:21]=[CH:20][CH:19]=1)[CH2:15][NH:14][C:11]1[CH:10]=[C:5]([C:6]([OH:8])=[O:7])[C:4](=[CH:13][CH:12]=1)[C:3]([OH:23])=[O:2]. The yield is 0.990.